From a dataset of Peptide-MHC class I binding affinity with 185,985 pairs from IEDB/IMGT. Regression. Given a peptide amino acid sequence and an MHC pseudo amino acid sequence, predict their binding affinity value. This is MHC class I binding data. (1) The peptide sequence is KLSSIKSKSR. The MHC is HLA-A33:01 with pseudo-sequence HLA-A33:01. The binding affinity (normalized) is 0.0545. (2) The peptide sequence is SMLCWLGMT. The MHC is HLA-B18:01 with pseudo-sequence HLA-B18:01. The binding affinity (normalized) is 0.0847. (3) The peptide sequence is KLVDFRELNK. The MHC is HLA-A02:02 with pseudo-sequence HLA-A02:02. The binding affinity (normalized) is 0.0943. (4) The peptide sequence is LSPRTLNAWVK. The MHC is Mamu-A02 with pseudo-sequence Mamu-A02. The binding affinity (normalized) is 0. (5) The binding affinity (normalized) is 0.0847. The peptide sequence is RVFPGDHFY. The MHC is HLA-B48:01 with pseudo-sequence HLA-B48:01. (6) The peptide sequence is YSLLNRKAI. The MHC is HLA-A02:03 with pseudo-sequence HLA-A02:03. The binding affinity (normalized) is 0.0847. (7) The peptide sequence is QYDDLHKKF. The MHC is HLA-A26:01 with pseudo-sequence HLA-A26:01. The binding affinity (normalized) is 0.0847. (8) The peptide sequence is AMHDKKIDI. The MHC is HLA-A02:03 with pseudo-sequence HLA-A02:03. The binding affinity (normalized) is 0.323. (9) The peptide sequence is GTLSYDNLK. The MHC is HLA-A02:01 with pseudo-sequence HLA-A02:01. The binding affinity (normalized) is 0.0847.